This data is from Full USPTO retrosynthesis dataset with 1.9M reactions from patents (1976-2016). The task is: Predict the reactants needed to synthesize the given product. (1) Given the product [C:13]([C:12]1[CH:15]=[CH:16][C:9]([N:6]2[CH2:5][C@H:4]3[CH2:8][C@@H:7]2[C@@H:2]([NH:17][C@@H:18]2[CH2:23][CH2:22][CH2:21][CH2:20][C@H:19]2[NH:24][C:25](=[O:31])[O:26][C:27]([CH3:29])([CH3:28])[CH3:30])[CH2:3]3)=[CH:10][CH:11]=1)#[N:14], predict the reactants needed to synthesize it. The reactants are: O=[C:2]1[C@@H:7]2[CH2:8][C@@H:4]([CH2:5][N:6]2[C:9]2[CH:16]=[CH:15][C:12]([C:13]#[N:14])=[CH:11][CH:10]=2)[CH2:3]1.[NH2:17][C@@H:18]1[CH2:23][CH2:22][CH2:21][CH2:20][C@H:19]1[NH:24][C:25](=[O:31])[O:26][C:27]([CH3:30])([CH3:29])[CH3:28].[O-]S([O-])(=O)=O.[Na+].[Na+].C(O[BH-](OC(=O)C)OC(=O)C)(=O)C.[Na+]. (2) The reactants are: [CH2:1]([O:3][C:4]([C:6]1([NH:11][C:12]([CH:14]2[NH:18][CH2:17][CH:16]([O:19][C:20](=[O:30])[C:21]3[CH:26]=[CH:25][C:24]([N+:27]([O-:29])=[O:28])=[CH:23][CH:22]=3)[CH2:15]2)=[O:13])[CH2:8][CH:7]1[CH:9]=[CH2:10])=[O:5])[CH3:2].[C:31]([O-:34])(O)=O.[Na+].C(Cl)(Cl)=O.C1(C)C=CC=CC=1.[CH2:47]([NH:54][CH2:55][C:56]1[CH:61]=[CH:60][C:59]([O:62][CH3:63])=[CH:58][CH:57]=1)[CH2:48][CH2:49][CH2:50][CH:51]=[CH:52][CH3:53]. Given the product [CH2:1]([O:3][C:4]([C:6]1([NH:11][C:12]([CH:14]2[N:18]([C:31](=[O:34])[N:54]([CH2:47][CH2:48][CH2:49][CH2:50][CH2:51][CH:52]=[CH2:53])[CH2:55][C:56]3[CH:61]=[CH:60][C:59]([O:62][CH3:63])=[CH:58][CH:57]=3)[CH2:17][CH:16]([O:19][C:20](=[O:30])[C:21]3[CH:22]=[CH:23][C:24]([N+:27]([O-:29])=[O:28])=[CH:25][CH:26]=3)[CH2:15]2)=[O:13])[CH2:8][CH:7]1[CH:9]=[CH2:10])=[O:5])[CH3:2], predict the reactants needed to synthesize it. (3) Given the product [F:32][C:2]1([F:1])[CH2:4][CH:3]1[CH2:5][N:6]1[C:14]2[C:9](=[N:10][C:11]([C:15]3[CH:20]=[C:19]([CH:18]=[CH:17][C:16]=3[CH3:28])[CH2:21][N:22]3[CH2:27][CH2:26][N:25]([C:42](=[O:46])[C@H:43]([OH:44])[CH3:45])[CH2:24][CH2:23]3)=[CH:12][CH:13]=2)[N:8]([CH3:29])[S:7]1(=[O:31])=[O:30], predict the reactants needed to synthesize it. The reactants are: [F:1][C:2]1([F:32])[CH2:4][CH:3]1[CH2:5][N:6]1[C:14]2[C:9](=[N:10][C:11]([C:15]3[CH:20]=[C:19]([CH2:21][N:22]4[CH2:27][CH2:26][NH:25][CH2:24][CH2:23]4)[CH:18]=[CH:17][C:16]=3[CH3:28])=[CH:12][CH:13]=2)[N:8]([CH3:29])[S:7]1(=[O:31])=[O:30].CCN(C(C)C)C(C)C.[C:42](O)(=[O:46])[C@@H:43]([CH3:45])[OH:44].CN(C(ON1N=NC2C=CC=NC1=2)=[N+](C)C)C.F[P-](F)(F)(F)(F)F. (4) Given the product [CH3:21][O:22][C:23](=[O:45])[CH2:24][CH:25]1[C:31]2[CH:32]=[CH:33][CH:34]=[CH:35][C:30]=2[C:29](=[O:36])[N:28]([CH3:37])[C:27]2[CH:38]=[C:39]([C:42]([NH:63][CH2:62][C:54]3[NH:53][C:57]4[CH:58]=[CH:59][CH:60]=[CH:61][C:56]=4[N:55]=3)=[O:43])[CH:40]=[CH:41][C:26]1=2, predict the reactants needed to synthesize it. The reactants are: C(N(C(C)C)CC)(C)C.CCN=C=NCCCN(C)C.[CH3:21][O:22][C:23](=[O:45])[CH2:24][CH:25]1[C:31]2[CH:32]=[CH:33][CH:34]=[CH:35][C:30]=2[C:29](=[O:36])[N:28]([CH3:37])[C:27]2[CH:38]=[C:39]([C:42](O)=[O:43])[CH:40]=[CH:41][C:26]1=2.FC(F)(F)C(O)=O.[NH:53]1[C:57]2[CH:58]=[CH:59][CH:60]=[CH:61][C:56]=2[N:55]=[C:54]1[CH2:62][NH2:63]. (5) Given the product [C:54]([C:58]1[N:59]=[CH:60][N:61]=[C:62]([NH:53][C:51]([NH:50][CH3:49])=[O:52])[CH:63]=1)([CH3:57])([CH3:56])[CH3:55], predict the reactants needed to synthesize it. The reactants are: C1(P(C2C=CC=CC=2)C2C3OC4C(=CC=CC=4P(C4C=CC=CC=4)C4C=CC=CC=4)C(C)(C)C=3C=CC=2)C=CC=CC=1.C(=O)([O-])[O-].[K+].[K+].[CH3:49][NH:50][C:51]([NH2:53])=[O:52].[C:54]([C:58]1[CH:63]=[C:62](Cl)[N:61]=[CH:60][N:59]=1)([CH3:57])([CH3:56])[CH3:55]. (6) Given the product [Cl:13][C:12]1[C:7]2[CH:6]=[CH:5][N:4]([CH2:3][CH2:2][N:26]3[CH2:25][CH2:24][N:23]([C:17]4[CH:18]=[CH:19][C:20]([F:22])=[CH:21][C:16]=4[F:15])[CH2:28][CH2:27]3)[C:8]=2[N:9]=[C:10]([NH2:14])[N:11]=1, predict the reactants needed to synthesize it. The reactants are: Br[CH2:2][CH2:3][N:4]1[C:8]2[N:9]=[C:10]([NH2:14])[N:11]=[C:12]([Cl:13])[C:7]=2[CH:6]=[CH:5]1.[F:15][C:16]1[CH:21]=[C:20]([F:22])[CH:19]=[CH:18][C:17]=1[N:23]1[CH2:28][CH2:27][NH:26][CH2:25][CH2:24]1.C(=O)([O-])[O-].[K+].[K+]. (7) The reactants are: [Cl:1][C:2]1[CH:3]=[C:4]([C:8]2[O:12][C:11]([C:13]([OH:15])=O)=[CH:10][CH:9]=2)[CH:5]=[CH:6][CH:7]=1.N[C:17]1[CH:18]=[C:19]([CH2:23][C:24]#[N:25])[CH:20]=[CH:21][CH:22]=1. Given the product [Cl:1][C:2]1[CH:3]=[C:4]([C:8]2[O:12][C:11]([C:13]([C:17]3[CH:18]=[C:19]([CH2:23][C:24]#[N:25])[CH:20]=[CH:21][CH:22]=3)=[O:15])=[CH:10][CH:9]=2)[CH:5]=[CH:6][CH:7]=1, predict the reactants needed to synthesize it.